Predict the product of the given reaction. From a dataset of Forward reaction prediction with 1.9M reactions from USPTO patents (1976-2016). (1) Given the reactants [F:1][C:2]1[CH:7]=[CH:6][C:5]([C:8]2([CH2:14][O:15][CH2:16][C:17]3[CH:18]=[C:19]([C:27]([F:30])([F:29])[F:28])[CH:20]=[C:21]4[C:25]=3[N:24]([CH3:26])[N:23]=[CH:22]4)[CH2:13][CH2:12][NH:11][CH2:10][CH2:9]2)=[CH:4][CH:3]=1.[C:31]([BH3-])#N.[Na+].C=O.C(O)(=O)C, predict the reaction product. The product is: [F:1][C:2]1[CH:7]=[CH:6][C:5]([C:8]2([CH2:14][O:15][CH2:16][C:17]3[CH:18]=[C:19]([C:27]([F:28])([F:29])[F:30])[CH:20]=[C:21]4[C:25]=3[N:24]([CH3:26])[N:23]=[CH:22]4)[CH2:13][CH2:12][N:11]([CH3:31])[CH2:10][CH2:9]2)=[CH:4][CH:3]=1. (2) Given the reactants [CH:1]1([C:4]2[N:9]3[N:10]=[CH:11][C:12]([C:13]#[CH:14])=[C:8]3[N:7]=[C:6]([C:15]3[CH:20]=[CH:19][C:18]([C:21]([F:24])([F:23])[F:22])=[CH:17][CH:16]=3)[CH:5]=2)[CH2:3][CH2:2]1.[OH:25][CH2:26][C:27]([NH:31][S:32]([C:35]1[CH:36]=[N:37][CH:38]=[C:39](Br)[CH:40]=1)(=[O:34])=[O:33])([CH2:29][OH:30])[CH3:28], predict the reaction product. The product is: [OH:25][CH2:26][C:27]([NH:31][S:32]([C:35]1[CH:36]=[N:37][CH:38]=[C:39]([C:14]#[C:13][C:12]2[CH:11]=[N:10][N:9]3[C:4]([CH:1]4[CH2:3][CH2:2]4)=[CH:5][C:6]([C:15]4[CH:16]=[CH:17][C:18]([C:21]([F:22])([F:23])[F:24])=[CH:19][CH:20]=4)=[N:7][C:8]=23)[CH:40]=1)(=[O:34])=[O:33])([CH2:29][OH:30])[CH3:28]. (3) Given the reactants [Cl:1][C:2]1[C:7]2[C:8](SC3C=CC(Cl)=CC=3)=[C:9]([CH3:15])[N:10](CC(O)=O)[C:6]=2[CH:5]=[CH:4][N:3]=1.[C:32](O[C:32]([O:34][C:35]([CH3:38])([CH3:37])[CH3:36])=[O:33])([O:34][C:35]([CH3:38])([CH3:37])[CH3:36])=[O:33], predict the reaction product. The product is: [Cl:1][C:2]1[C:7]2[CH:8]=[C:9]([CH3:15])[N:10]([C:32]([O:34][C:35]([CH3:36])([CH3:37])[CH3:38])=[O:33])[C:6]=2[CH:5]=[CH:4][N:3]=1. (4) Given the reactants [CH3:1][Mg]Cl.CC1(C)C(C)(C)[O:8][B:7]([C:12]2[CH:13]=[CH:14][C:15]([CH:18]=[O:19])=[N:16][CH:17]=2)[O:6]1, predict the reaction product. The product is: [OH:19][CH:18]([C:15]1[N:16]=[CH:17][C:12]([B:7]([OH:6])[OH:8])=[CH:13][CH:14]=1)[CH3:1]. (5) Given the reactants [C:1]([C:3]1[C:4](O)=[N:5][C:6]([CH2:14][CH2:15][CH2:16][C:17]([O:19][CH2:20][CH3:21])=[O:18])=[C:7]([CH:13]=1)[C:8]([O:10][CH2:11][CH3:12])=[O:9])#[N:2].P(Cl)(Cl)([Cl:25])=O.O.COC(C)(C)C, predict the reaction product. The product is: [Cl:25][C:4]1[C:3]([C:1]#[N:2])=[CH:13][C:7]([C:8]([O:10][CH2:11][CH3:12])=[O:9])=[C:6]([CH2:14][CH2:15][CH2:16][C:17]([O:19][CH2:20][CH3:21])=[O:18])[N:5]=1. (6) The product is: [Br:1][C:2]1[CH:10]=[CH:9][C:5]([C:6]2[O:7][N:17]=[C:15]([CH3:16])[N:8]=2)=[CH:4][C:3]=1[O:11][CH3:12]. Given the reactants [Br:1][C:2]1[CH:10]=[CH:9][C:5]([C:6]([NH2:8])=[O:7])=[CH:4][C:3]=1[O:11][CH3:12].CO[C:15](OC)([N:17](C)C)[CH3:16].Cl.NO.[OH-].[Na+], predict the reaction product. (7) Given the reactants [NH2:1][C:2]1[N:6]([CH3:7])[N:5]=[CH:4][C:3]=1[CH2:8][CH2:9][CH2:10][N:11]1C(=O)C2=CC=CC=C2C1=O.[ClH:22], predict the reaction product. The product is: [ClH:22].[ClH:22].[NH2:1][C:2]1[N:6]([CH3:7])[N:5]=[CH:4][C:3]=1[CH2:8][CH2:9][CH2:10][NH2:11].